From a dataset of Forward reaction prediction with 1.9M reactions from USPTO patents (1976-2016). Predict the product of the given reaction. (1) Given the reactants [OH:1][CH2:2][CH2:3][CH2:4][C:5](=O)[CH3:6].[Br:8][C:9]1[CH:10]=[CH:11][C:12]([OH:18])=[C:13]([C:15](=[O:17])[CH3:16])[CH:14]=1.N1CCCC1.C(O)(=O)C, predict the reaction product. The product is: [Br:8][C:9]1[CH:14]=[C:13]2[C:12](=[CH:11][CH:10]=1)[O:18][C:5]([CH2:4][CH2:3][CH2:2][OH:1])([CH3:6])[CH2:16][C:15]2=[O:17]. (2) Given the reactants [F:1][C:2]1[CH:16]=[CH:15][C:14]([F:17])=[CH:13][C:3]=1[CH2:4][C:5]1[O:9][N:8]=[C:7]([C:10]([OH:12])=O)[CH:6]=1.[F:18][C:19]([F:33])([F:32])[C:20]1[CH:21]=[C:22]2[C:26](=[CH:27][CH:28]=1)[NH:25][CH:24]=[C:23]2[CH2:29][CH2:30][NH2:31].CN(C(ON1N=NC2C=CC=NC1=2)=[N+](C)C)C.F[P-](F)(F)(F)(F)F.C(N(CC)C(C)C)(C)C, predict the reaction product. The product is: [F:1][C:2]1[CH:16]=[CH:15][C:14]([F:17])=[CH:13][C:3]=1[CH2:4][C:5]1[O:9][N:8]=[C:7]([C:10]([NH:31][CH2:30][CH2:29][C:23]2[C:22]3[C:26](=[CH:27][CH:28]=[C:20]([C:19]([F:33])([F:18])[F:32])[CH:21]=3)[NH:25][CH:24]=2)=[O:12])[CH:6]=1. (3) Given the reactants CN(C=O)C.[F:6][C:7]([F:20])([F:19])[C:8]1[C:16]([C:17]#[N:18])=[CH:15][CH:14]=[C:13]2[C:9]=1[CH:10]=[CH:11][NH:12]2.C([O-])([O-])=O.[Cs+].[Cs+].Cl[CH2:28][C:29]1[N:33]=[C:32]([C:34]2[CH:39]=[CH:38][CH:37]=[C:36]([C:40]([F:43])([F:42])[F:41])[CH:35]=2)[O:31][N:30]=1, predict the reaction product. The product is: [F:20][C:7]([F:19])([F:6])[C:8]1[C:16]([C:17]#[N:18])=[CH:15][CH:14]=[C:13]2[C:9]=1[CH:10]=[CH:11][N:12]2[CH2:28][C:29]1[N:33]=[C:32]([C:34]2[CH:39]=[CH:38][CH:37]=[C:36]([C:40]([F:43])([F:41])[F:42])[CH:35]=2)[O:31][N:30]=1.